From a dataset of Reaction yield outcomes from USPTO patents with 853,638 reactions. Predict the reaction yield, written as a fraction of the theoretical maximum amount of product (1.0 means a 100% yield; for example, 0.34 means a 34% yield). (1) The catalyst is CCCCCC. The reactants are [NH2:1][C:2]1[C:3]([C:7](=[N:13][OH:14])[NH:8]CCOC)=[N:4][O:5][N:6]=1.O.[OH-].[K+].[C:18]([O:21][CH2:22]C)(=O)[CH3:19]. The yield is 0.810. The product is [OH:14][N:13]=[C:7]([C:3]1[C:2]([NH:1][CH2:19][CH2:18][O:21][CH3:22])=[N:6][O:5][N:4]=1)[NH2:8]. (2) The reactants are [O:1]([CH2:8][CH2:9][NH2:10])[C:2]1[CH:7]=[CH:6][CH:5]=[CH:4][CH:3]=1.[Cl:11][C:12]1[C:17](Cl)=[N:16][CH:15]=[CH:14][N:13]=1.C([O-])([O-])=O.[K+].[K+]. The catalyst is C(#N)C.CCOCC. The product is [Cl:11][C:12]1[C:17]([NH:10][CH2:9][CH2:8][O:1][C:2]2[CH:7]=[CH:6][CH:5]=[CH:4][CH:3]=2)=[N:16][CH:15]=[CH:14][N:13]=1. The yield is 0.490. (3) The reactants are Cl[C:2](Cl)([O:4]C(=O)OC(Cl)(Cl)Cl)Cl.C1(C)C=CC=CC=1.[Cl:20][C:21]1[C:22]([CH:29]([C:39]2[C:44]([F:45])=[CH:43][CH:42]=[C:41]([F:46])[C:40]=2[F:47])[S:30]([CH2:33][CH2:34][C:35]([F:38])([F:37])[F:36])(=[O:32])=[O:31])=[CH:23][C:24]([NH:27][NH2:28])=[N:25][CH:26]=1. The catalyst is C(OCC)(=O)C. The product is [Cl:20][C:21]1[C:22]([CH:29]([C:39]2[C:44]([F:45])=[CH:43][CH:42]=[C:41]([F:46])[C:40]=2[F:47])[S:30]([CH2:33][CH2:34][C:35]([F:37])([F:38])[F:36])(=[O:31])=[O:32])=[CH:23][C:24]2[N:25]([C:2](=[O:4])[NH:28][N:27]=2)[CH:26]=1. The yield is 0.590. (4) The reactants are [Mg].II.Br[CH2:5][CH2:6]Br.Br[C:9]1[CH:14]=[CH:13][C:12]([C:15]2[CH:20]=[CH:19][CH:18]=[CH:17][CH:16]=2)=[CH:11][CH:10]=1.[P:21]([O-:28])(OCC)OCC.Cl. The catalyst is C1COCC1.C1(C)C=CC=CC=1. The product is [C:9]1([C:6]2[CH:5]=[CH:17][CH:16]=[CH:15][CH:20]=2)[CH:14]=[CH:13][C:12]([PH:21](=[O:28])[C:9]2[CH:14]=[CH:13][C:12]([C:15]3[CH:20]=[CH:19][CH:18]=[CH:17][CH:16]=3)=[CH:11][CH:10]=2)=[CH:11][CH:10]=1. The yield is 0.658. (5) The reactants are [F-].[Cs+].[CH3:3]B(O)O.[NH2:7][C:8]1[CH:17]=[C:16]([C:18]([F:21])([F:20])[F:19])[C:15](I)=[CH:14][C:9]=1[C:10]([O:12][CH3:13])=[O:11]. The catalyst is O1CCOCC1. The product is [NH2:7][C:8]1[CH:17]=[C:16]([C:18]([F:21])([F:20])[F:19])[C:15]([CH3:3])=[CH:14][C:9]=1[C:10]([O:12][CH3:13])=[O:11]. The yield is 0.920. (6) The reactants are [CH:1]1([N:6]2[C:14]3[CH:13]=[C:12]([CH:15]=O)[CH:11]=[C:10]([C:17]([NH:19][CH2:20][C:21]4[C:22](=[O:29])[NH:23][C:24]([CH3:28])=[CH:25][C:26]=4[CH3:27])=[O:18])[C:9]=3[CH:8]=[N:7]2)[CH2:5][CH2:4][CH2:3][CH2:2]1.C(O)(=O)C.[CH3:34][N:35]1[CH2:40][CH2:39][NH:38][CH2:37][CH2:36]1.[BH3-]C#N.[Na+]. The catalyst is CO. The product is [CH:1]1([N:6]2[C:14]3[CH:13]=[C:12]([CH2:15][N:38]4[CH2:39][CH2:40][N:35]([CH3:34])[CH2:36][CH2:37]4)[CH:11]=[C:10]([C:17]([NH:19][CH2:20][C:21]4[C:22](=[O:29])[NH:23][C:24]([CH3:28])=[CH:25][C:26]=4[CH3:27])=[O:18])[C:9]=3[CH:8]=[N:7]2)[CH2:5][CH2:4][CH2:3][CH2:2]1. The yield is 0.288.